Dataset: Catalyst prediction with 721,799 reactions and 888 catalyst types from USPTO. Task: Predict which catalyst facilitates the given reaction. (1) Reactant: [BH4-].[Na+].[NH2:3][C:4]1[CH:9]=[C:8]([C:10]2[CH:15]=[CH:14][C:13]([CH:16]=[O:17])=[CH:12][CH:11]=2)[N:7]=[C:6]([C:18]([O:20][CH3:21])=[O:19])[C:5]=1[Cl:22]. The catalyst class is: 138. Product: [NH2:3][C:4]1[CH:9]=[C:8]([C:10]2[CH:15]=[CH:14][C:13]([CH2:16][OH:17])=[CH:12][CH:11]=2)[N:7]=[C:6]([C:18]([O:20][CH3:21])=[O:19])[C:5]=1[Cl:22]. (2) Reactant: [CH:1]1([CH2:4][N:5]2[CH2:23][CH2:22][C@:12]34[C:13]5[C:14]6[O:21][C@H:11]3[C@@H:10]([CH2:24][OH:25])[CH2:9][CH2:8][C@@:7]4([OH:26])[C@H:6]2[CH2:19][C:18]=5[CH:17]=[CH:16][C:15]=6[OH:20])[CH2:3][CH2:2]1.C1C=C(Cl)C=C(C(OO)=[O:35])C=1.C([O-])([O-])=O.[K+].[K+]. Product: [CH:1]1([CH2:4][N+:5]2([O-:35])[CH2:23][CH2:22][C@:12]34[C:13]5[C:14]6[O:21][C@H:11]3[C@@H:10]([CH2:24][OH:25])[CH2:9][CH2:8][C@@:7]4([OH:26])[C@H:6]2[CH2:19][C:18]=5[CH:17]=[CH:16][C:15]=6[OH:20])[CH2:2][CH2:3]1. The catalyst class is: 22. (3) The catalyst class is: 12. Product: [Br:1][C:10]1[CH:9]=[CH:8][C:7]2[O:3][CH2:4][CH2:5][C:6]=2[CH:11]=1. Reactant: [Br:1]Br.[O:3]1[C:7]2[CH:8]=[CH:9][CH:10]=[CH:11][C:6]=2[CH2:5][CH2:4]1. (4) Reactant: [CH3:1][O:2][C:3]([NH:5][C@H:6]([C:20]([NH:22][CH2:23][CH2:24][C:25]([F:35])([F:34])[CH2:26][C@@H:27]([C:29]([O:31][CH2:32][CH3:33])=[O:30])[NH2:28])=[O:21])[CH:7]([C:14]1[CH:19]=[CH:18][CH:17]=[CH:16][CH:15]=1)[C:8]1[CH:13]=[CH:12][CH:11]=[CH:10][CH:9]=1)=[O:4].[N+:36]([C:39]1[CH:44]=[CH:43][C:42]([S:45](Cl)(=[O:47])=[O:46])=[CH:41][CH:40]=1)([O-:38])=[O:37]. Product: [CH3:1][O:2][C:3]([NH:5][C@H:6]([C:20]([NH:22][CH2:23][CH2:24][C:25]([F:34])([F:35])[CH2:26][C@@H:27]([C:29]([O:31][CH2:32][CH3:33])=[O:30])[NH:28][S:45]([C:42]1[CH:41]=[CH:40][C:39]([N+:36]([O-:38])=[O:37])=[CH:44][CH:43]=1)(=[O:46])=[O:47])=[O:21])[CH:7]([C:14]1[CH:19]=[CH:18][CH:17]=[CH:16][CH:15]=1)[C:8]1[CH:9]=[CH:10][CH:11]=[CH:12][CH:13]=1)=[O:4]. The catalyst class is: 383. (5) Reactant: [F:1][C:2]1[CH:3]=[C:4]2[C:10]([C:11]3[N:16]=[C:15]([NH:17][C@@H:18]([C:23]([CH3:26])([CH3:25])[CH3:24])[CH2:19][C:20]([OH:22])=[O:21])[CH:14]=[CH:13][N:12]=3)=[CH:9][N:8](S(C3C=CC(C)=CC=3)(=O)=O)[C:5]2=[N:6][CH:7]=1.Cl. Product: [F:1][C:2]1[CH:3]=[C:4]2[C:10]([C:11]3[N:16]=[C:15]([NH:17][C@@H:18]([C:23]([CH3:26])([CH3:25])[CH3:24])[CH2:19][C:20]([OH:22])=[O:21])[CH:14]=[CH:13][N:12]=3)=[CH:9][NH:8][C:5]2=[N:6][CH:7]=1. The catalyst class is: 10. (6) Reactant: [CH3:1][O:2][C:3](=[O:24])/[C:4](/[C:11]1[CH:16]=[CH:15][C:14]([N:17]2[C:21]([CH3:22])=[N:20][N:19]=[N:18]2)=[C:13]([F:23])[CH:12]=1)=[CH:5]/[CH:6]1[CH2:10][CH2:9][CH2:8][CH2:7]1.[BH4-].[Na+]. Product: [CH3:1][O:2][C:3](=[O:24])[CH:4]([C:11]1[CH:16]=[CH:15][C:14]([N:17]2[C:21]([CH3:22])=[N:20][N:19]=[N:18]2)=[C:13]([F:23])[CH:12]=1)[CH2:5][CH:6]1[CH2:7][CH2:8][CH2:9][CH2:10]1. The catalyst class is: 652. (7) Reactant: [C:1]([C:3]1[CH:4]=[C:5]([S:19]([NH:22][C:23]2[CH:28]=[CH:27][CH:26]=[CH:25][CH:24]=2)(=[O:21])=[O:20])[CH:6]=[CH:7][C:8]=1[O:9][C:10]1[CH:15]=[CH:14][C:13]([S:16][CH3:17])=[C:12]([CH3:18])[CH:11]=1)#[N:2].[H-].[H-].[H-].[H-].[Li+].[Al+3]. Product: [NH2:2][CH2:1][C:3]1[CH:4]=[C:5]([S:19]([NH:22][C:23]2[CH:24]=[CH:25][CH:26]=[CH:27][CH:28]=2)(=[O:20])=[O:21])[CH:6]=[CH:7][C:8]=1[O:9][C:10]1[CH:15]=[CH:14][C:13]([S:16][CH3:17])=[C:12]([CH3:18])[CH:11]=1. The catalyst class is: 1. (8) Reactant: Cl[C:2]1[C:12]([C:13]#[N:14])=[CH:11][C:5]([C:6]([O:8][CH2:9][CH3:10])=[O:7])=[C:4]([CH2:15][CH2:16][O:17][CH3:18])[N:3]=1.[CH2:19]([S:26]([NH:29][C:30]([CH:32]1[CH2:37][CH2:36][NH:35][CH2:34][CH2:33]1)=[O:31])(=[O:28])=[O:27])[C:20]1[CH:25]=[CH:24][CH:23]=[CH:22][CH:21]=1.CCN(C(C)C)C(C)C. Product: [CH2:19]([S:26]([NH:29][C:30]([CH:32]1[CH2:37][CH2:36][N:35]([C:2]2[C:12]([C:13]#[N:14])=[CH:11][C:5]([C:6]([O:8][CH2:9][CH3:10])=[O:7])=[C:4]([CH2:15][CH2:16][O:17][CH3:18])[N:3]=2)[CH2:34][CH2:33]1)=[O:31])(=[O:27])=[O:28])[C:20]1[CH:21]=[CH:22][CH:23]=[CH:24][CH:25]=1. The catalyst class is: 14.